This data is from Catalyst prediction with 721,799 reactions and 888 catalyst types from USPTO. The task is: Predict which catalyst facilitates the given reaction. (1) Reactant: [CH2:1]([N:5]([CH2:36][CH2:37][CH2:38][CH3:39])[C:6]([C:8]1[C:12]([Cl:13])=[C:11]([CH3:14])[N:10]([C:15]2[CH:20]=[CH:19][C:18]([OH:21])=[CH:17][C:16]=2[C:22]([N:24]2[C@H:33]([CH2:34][OH:35])[CH2:32][C:31]3[C:26](=[CH:27][CH:28]=[CH:29][CH:30]=3)[CH2:25]2)=[O:23])[N:9]=1)=[O:7])[CH2:2][CH2:3][CH3:4].I[CH2:41][C:42]([O:44][CH2:45][CH3:46])=[O:43].C(=O)([O-])[O-].[K+].[K+]. Product: [CH2:45]([O:44][C:42](=[O:43])[CH2:41][O:21][C:18]1[CH:19]=[CH:20][C:15]([N:10]2[C:11]([CH3:14])=[C:12]([Cl:13])[C:8]([C:6](=[O:7])[N:5]([CH2:1][CH2:2][CH2:3][CH3:4])[CH2:36][CH2:37][CH2:38][CH3:39])=[N:9]2)=[C:16]([C:22]([N:24]2[C@H:33]([CH2:34][OH:35])[CH2:32][C:31]3[C:26](=[CH:27][CH:28]=[CH:29][CH:30]=3)[CH2:25]2)=[O:23])[CH:17]=1)[CH3:46]. The catalyst class is: 10. (2) The catalyst class is: 727. Reactant: [CH3:1][NH:2][C:3]1[CH:13]=[CH:12][CH:11]=[CH:10][C:4]=1[O:5][CH2:6][CH2:7][C:8]#[N:9].[N:14]([Sn](CCCC)(CCCC)CCCC)=[N+:15]=[N-:16].C([Al](CC)CC)C. Product: [CH3:1][NH:2][C:3]1[CH:13]=[CH:12][CH:11]=[CH:10][C:4]=1[O:5][CH2:6][CH2:7][C:8]1[NH:16][N:15]=[N:14][N:9]=1. (3) Reactant: [CH2:1]([N:3]1[C:7](C(O)=O)=[CH:6][C:5]([C:11]([F:14])([F:13])[F:12])=[N:4]1)[CH3:2].[C:15](Cl)(=[O:19])C(Cl)=O.N[C:22]1[C:33]([CH3:34])=[CH:32][CH:31]=[CH:30][C:23]=1[C:24]([NH:26][CH:27]([CH3:29])[CH3:28])=[O:25].C([N:38](CC)C(C)C)(C)C. Product: [CH2:1]([N:3]1[C:7]([NH:38][C:15]([C:22]2[C:33]([CH3:34])=[CH:32][CH:31]=[CH:30][C:23]=2[C:24]([NH:26][CH:27]([CH3:29])[CH3:28])=[O:25])=[O:19])=[CH:6][C:5]([C:11]([F:12])([F:13])[F:14])=[N:4]1)[CH3:2]. The catalyst class is: 306. (4) Reactant: [NH:1]1[C:9]2[C:4](=[CH:5][CH:6]=[CH:7][CH:8]=2)[CH:3]=[CH:2]1.[Cl-].C([Al+]CC)C.CCCCCC.[C:22]1([CH2:28][C:29](Cl)=[O:30])[CH:27]=[CH:26][CH:25]=[CH:24][CH:23]=1. Product: [NH:1]1[C:9]2[C:4](=[CH:5][CH:6]=[CH:7][CH:8]=2)[C:3]([C:29](=[O:30])[CH2:28][C:22]2[CH:27]=[CH:26][CH:25]=[CH:24][CH:23]=2)=[CH:2]1. The catalyst class is: 4. (5) Product: [C:13]1([C:8]2[CH:9]=[C:10]3[C:11]([NH2:12])=[N:7][NH:6][C:5]3=[N:2][N:3]=2)[CH:18]=[CH:17][CH:16]=[CH:15][CH:14]=1. The catalyst class is: 17. Reactant: O.[NH2:2][NH2:3].Cl[C:5]1[N:6]=[N:7][C:8]([C:13]2[CH:18]=[CH:17][CH:16]=[CH:15][CH:14]=2)=[CH:9][C:10]=1[C:11]#[N:12]. (6) Reactant: [F:1][C:2]1[CH:7]=[CH:6][C:5]([N:8]2[CH2:21][C:10]3([CH2:13][N:12](C(OC(C)(C)C)=O)[CH2:11]3)[CH2:9]2)=[CH:4][CH:3]=1.FC(F)(F)C(O)=O.C(=O)([O-])O.[Na+]. Product: [F:1][C:2]1[CH:3]=[CH:4][C:5]([N:8]2[CH2:9][C:10]3([CH2:13][NH:12][CH2:11]3)[CH2:21]2)=[CH:6][CH:7]=1. The catalyst class is: 4.